Dataset: Forward reaction prediction with 1.9M reactions from USPTO patents (1976-2016). Task: Predict the product of the given reaction. (1) The product is: [F:30][C:28]([F:29])([F:31])[C:25]1[CH:26]=[CH:27][C:20]2[C:19]([N:16]3[CH2:17][CH2:18][N:13]([CH2:12][CH2:11][C:8]4([C:6]([OH:7])=[O:5])[CH2:10][CH2:9]4)[CH2:14][CH2:15]3)=[CH:23][S:22][C:21]=2[CH:24]=1. Given the reactants C([O:5][C:6]([C:8]1([CH2:11][CH2:12][N:13]2[CH2:18][CH2:17][N:16]([C:19]3[C:20]4[CH:27]=[CH:26][C:25]([C:28]([F:31])([F:30])[F:29])=[CH:24][C:21]=4[S:22][CH:23]=3)[CH2:15][CH2:14]2)[CH2:10][CH2:9]1)=[O:7])(C)(C)C, predict the reaction product. (2) Given the reactants CCCCCCCCCC.C(OC)(=O)CCCCCCC/C=C\C/C=C\CCCCC.[Co:32]([F:34])[F:33].[N:35]1[CH:40]=[CH:39][CH:38]=[CH:37][C:36]=1[C:41]([OH:43])=[O:42], predict the reaction product. The product is: [Co:32]([F:34])[F:33].[N:35]1[CH:40]=[CH:39][CH:38]=[CH:37][C:36]=1[C:41]([OH:43])=[O:42]. (3) Given the reactants [CH2:1]([O:8][N:9]1[C:14]2[N:15]=[C:16]([C:19]([F:22])([F:21])[F:20])[N:17]=[CH:18][C:13]=2[C:12]([OH:23])=[C:11](C(OCC)=O)[C:10]1=[O:29])[C:2]1[CH:7]=[CH:6][CH:5]=[CH:4][CH:3]=1.Cl.O1CCOCC1.C(OCC)(=O)C, predict the reaction product. The product is: [CH2:1]([O:8][N:9]1[C:14]2[N:15]=[C:16]([C:19]([F:22])([F:21])[F:20])[N:17]=[CH:18][C:13]=2[C:12]([OH:23])=[CH:11][C:10]1=[O:29])[C:2]1[CH:3]=[CH:4][CH:5]=[CH:6][CH:7]=1. (4) The product is: [C:23]([C:25]1[CH:10]=[CH:9][C:8]([O:7][CH2:2][CH2:3][CH2:4][CH2:5][CH2:6][O:7][C:8]2[CH:15]=[CH:14][C:11]([C:12]#[N:13])=[CH:10][CH:9]=2)=[C:15]([CH2:14][CH2:11][CH3:12])[C:16]=1[OH:19])(=[O:24])[CH3:22]. Given the reactants Br[CH2:2][CH2:3][CH2:4][CH2:5][CH2:6][O:7][C:8]1[CH:15]=[CH:14][C:11]([C:12]#[N:13])=[CH:10][CH:9]=1.[C:16]([O-:19])([O-])=O.[K+].[K+].[CH3:22][C:23]([CH3:25])=[O:24], predict the reaction product. (5) Given the reactants [N:1]1([CH2:6][CH2:7][O:8][C:9]2[CH:14]=[CH:13][C:12]([NH:15][CH2:16][C:17]3[CH:22]=[CH:21][CH:20]=[C:19]([O:23][CH:24]4[CH2:29][CH2:28][CH2:27][CH2:26][O:25]4)[CH:18]=3)=[CH:11][CH:10]=2)[CH2:5][CH2:4][CH2:3][CH2:2]1.C(N(CC)CC)C.[Br:37][C:38]1[CH:43]=[CH:42][C:41]([S:44](Cl)(=[O:46])=[O:45])=[C:40]([O:48][C:49]([F:52])([F:51])[F:50])[CH:39]=1.[N-]=C=O.C(O)C(N)(CO)CO, predict the reaction product. The product is: [Br:37][C:38]1[CH:43]=[CH:42][C:41]([S:44]([N:15]([C:12]2[CH:13]=[CH:14][C:9]([O:8][CH2:7][CH2:6][N:1]3[CH2:2][CH2:3][CH2:4][CH2:5]3)=[CH:10][CH:11]=2)[CH2:16][C:17]2[CH:22]=[CH:21][CH:20]=[C:19]([O:23][CH:24]3[CH2:29][CH2:28][CH2:27][CH2:26][O:25]3)[CH:18]=2)(=[O:46])=[O:45])=[C:40]([O:48][C:49]([F:51])([F:50])[F:52])[CH:39]=1.